Dataset: Catalyst prediction with 721,799 reactions and 888 catalyst types from USPTO. Task: Predict which catalyst facilitates the given reaction. (1) Reactant: [Cl:1][C:2]1[CH:3]=[C:4]([CH:6]=[CH:7][C:8]=1[F:9])[NH2:5].[CH3:10][O:11][C:12]1[CH:13]=[C:14]([CH:17]=[CH:18][C:19]=1[O:20][CH3:21])[CH:15]=O.C(O)(=O)C.C([BH3-])#N.[Na+]. The catalyst class is: 32. Product: [Cl:1][C:2]1[CH:3]=[C:4]([NH:5][CH2:15][C:14]2[CH:17]=[CH:18][C:19]([O:20][CH3:21])=[C:12]([O:11][CH3:10])[CH:13]=2)[CH:6]=[CH:7][C:8]=1[F:9]. (2) Reactant: C[O:2][C:3]([CH2:5][CH2:6][CH2:7][CH2:8][C@H:9]1[C@@H:17]2[C@@H:12]([NH:13][C:14]([NH:16]2)=[O:15])[CH2:11][S:10]1)=[O:4].OS(O)(=O)=O.[OH-].[Na+]. Product: [OH:4][C:3]([CH2:5][CH2:6][CH2:7][CH2:8][C@H:9]1[C@@H:17]2[C@@H:12]([NH:13][C:14]([NH:16]2)=[O:15])[CH2:11][S:10]1)=[O:2]. The catalyst class is: 47. (3) Reactant: Cl[C:2]1[N:3]=[N:4][C:5](Cl)=[CH:6][C:7]=1[N:8]1[CH2:13][CH2:12][NH:11][CH2:10][CH2:9]1.C([O-])(=O)C.[Na+]. Product: [N:8]1([C:7]2[CH:6]=[CH:5][N:4]=[N:3][CH:2]=2)[CH2:9][CH2:10][NH:11][CH2:12][CH2:13]1. The catalyst class is: 19. (4) Product: [CH:4]([C:3]1[CH:6]=[CH:7][C:8]([O:10][CH3:11])=[CH:9][C:2]=1[O:1][CH2:13][C:14]([O:16][CH2:17][CH3:18])=[O:15])=[O:5]. The catalyst class is: 173. Reactant: [OH:1][C:2]1[CH:9]=[C:8]([O:10][CH3:11])[CH:7]=[CH:6][C:3]=1[CH:4]=[O:5].Br[CH2:13][C:14]([O:16][CH2:17][CH3:18])=[O:15].C([O-])([O-])=O.[K+].[K+]. (5) Reactant: [F:1][C:2]1[C:10]([O:11][CH3:12])=[CH:9][CH:8]=[CH:7][C:3]=1[C:4]([OH:6])=O.C1CN([P+](ON2N=NC3C=CC=CC2=3)(N2CCCC2)N2CCCC2)CC1.F[P-](F)(F)(F)(F)F.C(N(CC)CC)C.Cl.[CH3:54][NH:55][O:56][CH3:57]. Product: [F:1][C:2]1[C:10]([O:11][CH3:12])=[CH:9][CH:8]=[CH:7][C:3]=1[C:4]([N:55]([O:56][CH3:57])[CH3:54])=[O:6]. The catalyst class is: 2. (6) Reactant: [NH2:1][C:2]1[CH:14]=[CH:13][C:5]([C:6]([O:8][C:9]([CH3:12])([CH3:11])[CH3:10])=[O:7])=[CH:4][CH:3]=1.[O:15]=[C:16]1[O:20][CH2:19][C@H:18]([NH:21][C:22](=[O:31])[O:23][CH2:24][C:25]2[CH:30]=[CH:29][CH:28]=[CH:27][CH:26]=2)[CH2:17]1.[CH3:32][Al](C)C. Product: [CH2:24]([O:23][C:22]([NH:21][C@@H:18]([CH2:19][OH:20])[CH2:17][C:16]([NH:1][C:2]1[CH:14]=[CH:13][C:5]([C:6]([O:8][C:9]([CH3:10])([CH3:11])[CH3:12])=[O:7])=[C:4]([CH3:32])[CH:3]=1)=[O:15])=[O:31])[C:25]1[CH:30]=[CH:29][CH:28]=[CH:27][CH:26]=1. The catalyst class is: 4.